Predict which catalyst facilitates the given reaction. From a dataset of Catalyst prediction with 721,799 reactions and 888 catalyst types from USPTO. (1) Reactant: [NH2:1][C:2]([CH3:6])([CH3:5])[CH2:3][OH:4].C(O)(=O)C.[CH3:11][O:12][C:13]1[CH:20]=[CH:19][C:16]([CH:17]=O)=[CH:15][CH:14]=1.C(O[BH-](OC(=O)C)OC(=O)C)(=O)C.[Na+]. Product: [CH3:11][O:12][C:13]1[CH:20]=[CH:19][C:16]([CH2:17][NH:1][C:2]([CH3:6])([CH3:5])[CH2:3][OH:4])=[CH:15][CH:14]=1. The catalyst class is: 26. (2) Reactant: [Cl:1][C:2]1[C:7]([CH:8]=[O:9])=[C:6]([N:10]2[CH2:22][CH2:21][C:20]3[N:19]4[C:14]([CH2:15][CH2:16][CH2:17][CH2:18]4)=[CH:13][C:12]=3[C:11]2=[O:23])[N:5]=[CH:4][CH:3]=1.[BH4-].[Na+]. Product: [Cl:1][C:2]1[CH:3]=[CH:4][N:5]=[C:6]([N:10]2[CH2:22][CH2:21][C:20]3[N:19]4[C:14]([CH2:15][CH2:16][CH2:17][CH2:18]4)=[CH:13][C:12]=3[C:11]2=[O:23])[C:7]=1[CH2:8][OH:9]. The catalyst class is: 5. (3) Reactant: [S:1]1[C:5]2[CH:6]=[CH:7][CH:8]=[CH:9][C:4]=2[N:3]=[C:2]1[C:10]1[C:11]([NH:20][C@H:21]2[C@@H:25]3[O:26][C:27]([CH3:30])([CH3:29])[O:28][C@@H:24]3[C@@H:23]([CH2:31][OH:32])[CH2:22]2)=[N:12][C:13]([S:18][CH3:19])=[N:14][C:15]=1[O:16]C.C(=O)([O-])[O-].[K+].[K+].C1(S)C=CC=CC=1. Product: [S:1]1[C:5]2[CH:6]=[CH:7][CH:8]=[CH:9][C:4]=2[N:3]=[C:2]1[C:10]1[C:15](=[O:16])[NH:14][C:13]([S:18][CH3:19])=[N:12][C:11]=1[NH:20][C@H:21]1[C@H:25]2[C@H:24]([O:28][C:27]([CH3:30])([CH3:29])[O:26]2)[C@@H:23]([CH2:31][OH:32])[CH2:22]1. The catalyst class is: 37. (4) Reactant: Cl.[C:2]([O:6][C:7](=[O:17])[C@H:8]([CH2:10][C:11]1[CH:16]=[CH:15][CH:14]=[CH:13][CH:12]=1)[NH2:9])([CH3:5])([CH3:4])[CH3:3].C(N(CC)CC)C. Product: [C:2]([O:6][C:7](=[O:17])[C@H:8]([CH2:10][C:11]1[CH:16]=[CH:15][CH:14]=[CH:13][CH:12]=1)[NH2:9])([CH3:5])([CH3:3])[CH3:4]. The catalyst class is: 7.